This data is from Reaction yield outcomes from USPTO patents with 853,638 reactions. The task is: Predict the reaction yield, written as a fraction of the theoretical maximum amount of product (1.0 means a 100% yield; for example, 0.34 means a 34% yield). (1) The reactants are [CH3:1][O:2][C:3]1[CH:4]=[CH:5][C:6]([CH3:9])=[N:7][CH:8]=1.[O-:10][Mn](=O)(=O)=O.[K+].[C:16]([O-])([O-])=[O:17].[K+].[K+].CI. The catalyst is O.CN(C=O)C. The product is [CH3:16][O:17][C:9]([C:6]1[CH:5]=[CH:4][C:3]([O:2][CH3:1])=[CH:8][N:7]=1)=[O:10]. The yield is 0.220. (2) The reactants are [OH:1][C:2]1[CH:9]=[CH:8][C:5]([CH:6]=[O:7])=[CH:4][C:3]=1[O:10][CH3:11].[CH3:12][C:13](OC(OC(O[C:13]([CH3:15])([CH3:14])[CH3:12])=O)=O)([CH3:15])[CH3:14].O. The catalyst is ClCCl.C(S([O-])(=O)=O)(F)(F)F.C(S([O-])(=O)=O)(F)(F)F.C(S([O-])(=O)=O)(F)(F)F.[Sc+3]. The product is [C:13]([O:1][C:2]1[CH:9]=[CH:8][C:5]([CH:6]=[O:7])=[CH:4][C:3]=1[O:10][CH3:11])([CH3:15])([CH3:14])[CH3:12]. The yield is 0.190.